From a dataset of Forward reaction prediction with 1.9M reactions from USPTO patents (1976-2016). Predict the product of the given reaction. (1) The product is: [Cl:18][C:15]1[CH:16]=[CH:17][C:12]([NH:11][S:8]([C:5]2[CH:6]=[CH:7][C:2]([N:85]3[CH2:84][C@H:83]([CH3:82])[O:88][C@H:87]([CH3:89])[CH2:86]3)=[CH:3][CH:4]=2)(=[O:10])=[O:9])=[C:13]([C:19]([C:21]2[CH:26]=[CH:25][N:24]=[CH:23][CH:22]=2)=[O:20])[CH:14]=1. Given the reactants Br[C:2]1[CH:7]=[CH:6][C:5]([S:8]([NH:11][C:12]2[CH:17]=[CH:16][C:15]([Cl:18])=[CH:14][C:13]=2[C:19]([C:21]2[CH:26]=[CH:25][N:24]=[CH:23][CH:22]=2)=[O:20])(=[O:10])=[O:9])=[CH:4][CH:3]=1.O.[O-]P([O-])([O-])=O.[K+].[K+].[K+].C1(P(C2C=CC=CC=2)C2C=CC3C(=CC=CC=3)C=2C2C3C(=CC=CC=3)C=CC=2P(C2C=CC=CC=2)C2C=CC=CC=2)C=CC=CC=1.[CH3:82][C@H:83]1[O:88][C@@H:87]([CH3:89])[CH2:86][NH:85][CH2:84]1, predict the reaction product. (2) Given the reactants [CH3:1][S:2][C:3]1[CH:9]=[CH:8][C:6]([NH2:7])=[CH:5][CH:4]=1.[N:10]1[CH:15]=[CH:14][CH:13]=[C:12](C=O)[CH:11]=1.[C:18](O[BH-](OC(=O)C)OC(=O)C)(=O)C.[Na+], predict the reaction product. The product is: [N:10]1[CH:11]=[CH:12][CH:13]=[CH:14][C:15]=1[CH2:18][NH:7][C:6]1[CH:8]=[CH:9][C:3]([S:2][CH3:1])=[CH:4][CH:5]=1. (3) The product is: [CH3:22][O:21][C:18]1[CH:19]=[C:20]2[C:15](=[CH:16][C:17]=1[O:23][CH3:24])[N:14]=[CH:13][N:12]=[C:11]2[NH:10][C:6]1[C:7]([CH:8]=[C:2]([O:31][C:25]2[CH:30]=[CH:29][CH:28]=[CH:27][CH:26]=2)[C:3](=[O:4])[CH:5]=1)=[O:9]. Given the reactants Cl[C:2]1[C:3]([CH:5]=[C:6]([NH:10][C:11]2[C:20]3[C:15](=[CH:16][C:17]([O:23][CH3:24])=[C:18]([O:21][CH3:22])[CH:19]=3)[N:14]=[CH:13][N:12]=2)[C:7](=[O:9])[CH:8]=1)=[O:4].[C:25]1([OH:31])[CH:30]=[CH:29][CH:28]=[CH:27][CH:26]=1, predict the reaction product. (4) The product is: [CH2:1]([C:5]1[CH:6]=[CH:7][C:8]2[O:12][C:11]([C:13]3[CH:14]=[CH:15][C:16]([CH2:17][N:26]4[CH2:31][CH2:30][CH:29]([C:32]([OH:34])=[O:33])[CH2:28][CH2:27]4)=[CH:19][CH:20]=3)=[CH:10][C:9]=2[CH:21]=1)[CH:2]([CH3:4])[CH3:3]. Given the reactants [CH2:1]([C:5]1[CH:6]=[CH:7][C:8]2[O:12][C:11]([C:13]3[CH:20]=[CH:19][C:16]([CH:17]=O)=[CH:15][CH:14]=3)=[CH:10][C:9]=2[CH:21]=1)[CH:2]([CH3:4])[CH3:3].C(O)(=O)C.[NH:26]1[CH2:31][CH2:30][CH:29]([C:32]([OH:34])=[O:33])[CH2:28][CH2:27]1.C([BH3-])#N.[Na+], predict the reaction product. (5) Given the reactants [CH2:1]([O:3][C:4]([C:6]1[C:15](=[O:16])[N:14]2[C:9]([C:10]([CH3:35])=[C:11]([N:18]3[CH2:22][CH2:21][C@H:20]([O:23][N:24]4C(=O)C5C(=CC=CC=5)C4=O)[CH2:19]3)[C:12]([F:17])=[CH:13]2)=[C:8]([CH:36]2[CH2:38][CH2:37]2)[CH:7]=1)=[O:5])[CH3:2].O.NN, predict the reaction product. The product is: [CH2:1]([O:3][C:4]([C:6]1[C:15](=[O:16])[N:14]2[C:9]([C:10]([CH3:35])=[C:11]([N:18]3[CH2:22][CH2:21][C@H:20]([O:23][NH2:24])[CH2:19]3)[C:12]([F:17])=[CH:13]2)=[C:8]([CH:36]2[CH2:37][CH2:38]2)[CH:7]=1)=[O:5])[CH3:2]. (6) Given the reactants IC1C=CC=CC=1S([O-])(=O)=O.[Na+].OOS([O-])=O.[K+].[CH3:19][CH2:20][CH2:21][CH2:22][CH:23]([OH:28])[CH2:24][CH2:25][CH2:26][CH3:27], predict the reaction product. The product is: [CH3:19][CH2:20][CH2:21][CH2:22][C:23](=[O:28])[CH2:24][CH2:25][CH2:26][CH3:27]. (7) Given the reactants [CH3:1][O:2][C:3]1[CH:8]=[CH:7][CH:6]=[CH:5][C:4]=1B(O)O.Br[C:13]1[CH:18]=[C:17](Br)[CH:16]=[C:15](Br)[CH:14]=1, predict the reaction product. The product is: [CH3:1][O:2][C:3]1[CH:8]=[CH:7][CH:6]=[CH:5][C:4]=1[C:13]1[CH:18]=[C:17]([C:4]2[CH:5]=[CH:6][CH:7]=[CH:8][C:3]=2[O:2][CH3:1])[CH:16]=[C:15]([C:4]2[CH:5]=[CH:6][CH:7]=[CH:8][C:3]=2[O:2][CH3:1])[CH:14]=1. (8) The product is: [CH2:20]([C:16]1[CH:15]=[C:14]([CH:19]=[CH:18][CH:17]=1)[C:13]([NH:12][C:9]1[CH:8]=[CH:7][C:6]([C@@H:4]2[CH2:5][C@H:3]2[NH:2][CH2:28][C:29]2[CH:34]=[CH:33][CH:32]=[CH:31][CH:30]=2)=[CH:11][CH:10]=1)=[O:27])[C:21]1[CH:26]=[CH:25][CH:24]=[CH:23][CH:22]=1. Given the reactants Cl.[NH2:2][C@@H:3]1[CH2:5][C@H:4]1[C:6]1[CH:11]=[CH:10][C:9]([NH:12][C:13](=[O:27])[C:14]2[CH:19]=[CH:18][CH:17]=[C:16]([CH2:20][C:21]3[CH:26]=[CH:25][CH:24]=[CH:23][CH:22]=3)[CH:15]=2)=[CH:8][CH:7]=1.[CH:28](=O)[C:29]1[CH:34]=[CH:33][CH:32]=[CH:31][CH:30]=1.C(=O)([O-])O.[Na+].[BH4-].[Na+], predict the reaction product.